From a dataset of Catalyst prediction with 721,799 reactions and 888 catalyst types from USPTO. Predict which catalyst facilitates the given reaction. (1) Reactant: C[O:2][C:3](=O)[CH2:4][C:5]1[NH:6][C:7]2[C:12]([C:13]=1[S:14][CH3:15])=[CH:11][C:10]([Cl:16])=[CH:9][CH:8]=2.[H-].[Al+3].[Li+].[H-].[H-].[H-].O.O.O.O.O.O.O.O.O.O.S([O-])([O-])(=O)=O.[Na+].[Na+]. Product: [Cl:16][C:10]1[CH:11]=[C:12]2[C:7](=[CH:8][CH:9]=1)[NH:6][C:5]([CH2:4][CH2:3][OH:2])=[C:13]2[S:14][CH3:15]. The catalyst class is: 28. (2) Reactant: [H-].[Na+].[Cl:3][C:4]1[CH:11]=[C:10]([NH:12][C@H:13]2[CH2:17][CH2:16][N:15]([S:18]([CH3:21])(=[O:20])=[O:19])[CH2:14]2)[CH:9]=[CH:8][C:5]=1[C:6]#[N:7].Br[CH2:23][C:24]1[CH:29]=[CH:28][CH:27]=[CH:26][C:25]=1[Cl:30]. Product: [Cl:3][C:4]1[CH:11]=[C:10]([N:12]([CH2:23][C:24]2[CH:29]=[CH:28][CH:27]=[CH:26][C:25]=2[Cl:30])[C@H:13]2[CH2:17][CH2:16][N:15]([S:18]([CH3:21])(=[O:20])=[O:19])[CH2:14]2)[CH:9]=[CH:8][C:5]=1[C:6]#[N:7]. The catalyst class is: 3. (3) Reactant: [NH2:1][C:2]1[CH:3]=[N:4][C:5](Br)=[CH:6][CH:7]=1.CO.[C:11]1(B(O)O)[CH:16]=[CH:15][CH:14]=[CH:13][CH:12]=1.C([O-])([O-])=O.[K+].[K+]. Product: [C:11]1([C:5]2[N:4]=[CH:3][C:2]([NH2:1])=[CH:7][CH:6]=2)[CH:16]=[CH:15][CH:14]=[CH:13][CH:12]=1. The catalyst class is: 20. (4) The catalyst class is: 3. Reactant: C(OC([C:6]1[CH:7]=[C:8]([C:12]2[CH:17]=[CH:16][C:15]([CH2:18][S:19][CH2:20][CH2:21][OH:22])=[CH:14][CH:13]=2)[CH:9]=[CH:10][CH:11]=1)=O)C.[CH2:23]([O:25][C:26](C1C(C2C=CC(CBr)=CC=2)=CC=CC=1)=[O:27])[CH3:24].SCCO.C(=O)([O-])[O-].[K+].[K+]. Product: [CH2:23]([O:25][C:26]([C:7]1[C:8]([C:12]2[CH:13]=[CH:14][C:15]([CH2:18][S:19][CH2:20][CH2:21][OH:22])=[CH:16][CH:17]=2)=[CH:9][CH:10]=[CH:11][CH:6]=1)=[O:27])[CH3:24]. (5) Reactant: [CH3:1][C:2]1[CH:7]=[CH:6][CH:5]=[CH:4][C:3]=1[C:8]1[CH:16]=[CH:15][C:11]([C:12]([OH:14])=O)=[CH:10][CH:9]=1.C(Cl)(=O)C(Cl)=O.C(=O)([O-])[O-].[K+].[K+].[CH:29]([NH:32][CH:33]([CH3:35])[CH3:34])([CH3:31])[CH3:30]. Product: [CH:29]([N:32]([CH:33]([CH3:35])[CH3:34])[C:12](=[O:14])[C:11]1[CH:10]=[CH:9][C:8]([C:3]2[CH:4]=[CH:5][CH:6]=[CH:7][C:2]=2[CH3:1])=[CH:16][CH:15]=1)([CH3:31])[CH3:30]. The catalyst class is: 59.